Dataset: Full USPTO retrosynthesis dataset with 1.9M reactions from patents (1976-2016). Task: Predict the reactants needed to synthesize the given product. (1) Given the product [OH2:15].[Cl:1][C:2]1[CH:7]=[CH:6][C:5]([C:8]([OH:20])([C:9]2[N:10]=[CH:11][NH:12][CH:13]=2)[C:21]2[CH:22]=[C:23]3[C:28](=[CH:29][CH:30]=2)[N:27]([CH3:31])[C:26](=[O:32])[CH:25]=[C:24]3[C:33]2[CH:38]=[CH:37][CH:36]=[CH:35][CH:34]=2)=[CH:4][CH:3]=1, predict the reactants needed to synthesize it. The reactants are: [Cl:1][C:2]1[CH:7]=[CH:6][C:5]([C:8]([C:21]2[CH:22]=[C:23]3[C:28](=[CH:29][CH:30]=2)[N:27]([CH3:31])[C:26](=[O:32])[CH:25]=[C:24]3[C:33]2[CH:38]=[CH:37][CH:36]=[CH:35][CH:34]=2)([OH:20])[C:9]2[N:10]=[CH:11][N:12](S(N(C)C)(=O)=[O:15])[CH:13]=2)=[CH:4][CH:3]=1.N. (2) Given the product [Cl:1][CH:2]([Cl:21])[C:3]([NH:5][C@H:6]([CH2:19][F:20])[C@@H:7]([C:8]1[CH:13]=[CH:12][C:11]([C:23]2[CH:28]=[N:27][C:26]([CH:29]([C:30]#[N:31])[CH3:32])=[CH:25][CH:24]=2)=[CH:10][CH:9]=1)[OH:18])=[O:4], predict the reactants needed to synthesize it. The reactants are: [Cl:1][CH:2]([Cl:21])[C:3]([NH:5][C@H:6]([CH2:19][F:20])[C@H:7]([OH:18])[C:8]1[CH:13]=[CH:12][C:11]([Sn](C)(C)C)=[CH:10][CH:9]=1)=[O:4].Br[C:23]1[CH:24]=[CH:25][C:26]([CH:29]([CH3:32])[C:30]#[N:31])=[N:27][CH:28]=1. (3) Given the product [Br:10][C:11]1[CH:12]=[N:13][CH:14]=[C:15]([N+:19]([O-:21])=[O:20])[C:16]=1[N:17]1[C:2]([CH3:1])=[CH:7][CH:8]=[N:18]1, predict the reactants needed to synthesize it. The reactants are: [CH3:1][C:2]1([CH2:7][CH:8]=O)OCCO1.[Br:10][C:11]1[CH:12]=[N:13][CH:14]=[C:15]([N+:19]([O-:21])=[O:20])[C:16]=1[NH:17][NH2:18]. (4) Given the product [CH:38]([CH:29]1[CH2:28][CH2:27][CH2:26][CH2:20][NH:7][C:30]1=[O:31])=[CH2:39], predict the reactants needed to synthesize it. The reactants are: C([O-])(=O)C=C.C[N:7](C)C1C=CC(C(OCC)=O)=CC=1.[C:20]1([C:26]2[CH:39]=[CH:38][C:29]([C:30](C3C=CC=CC=3)=[O:31])=[CH:28][CH:27]=2)C=CC=CC=1.CC1C=C(C)C=C(C)C=1C(P(=O)(C1C=CC=CC=1)C1C=CC=CC=1)=O.C(OCC(CO)(COCC(COC(=O)C=C)(COC(=O)C=C)COC(=O)C=C)COC(=O)C=C)(=O)C=C. (5) Given the product [CH:23]1[C:22]2[N:21]([C:17]3[CH:16]=[C:15]([C:11]4[CH:12]=[CH:13][CH:14]=[C:9]([N:8]5[C:3]6[CH:4]=[CH:5][CH:6]=[CH:7][C:2]=6[Si:50]([C:57]6[CH:58]=[CH:59][CH:60]=[CH:61][CH:62]=6)([C:51]6[CH:56]=[CH:55][CH:54]=[CH:53][CH:52]=6)[C:35]6[CH:36]=[CH:37][CH:38]=[CH:39][C:34]5=6)[CH:10]=4)[CH:20]=[CH:19][CH:18]=3)[C:33]3[C:28](=[CH:29][CH:30]=[CH:31][CH:32]=3)[C:27]=2[CH:26]=[CH:25][CH:24]=1, predict the reactants needed to synthesize it. The reactants are: Br[C:2]1[CH:7]=[CH:6][CH:5]=[CH:4][C:3]=1[N:8]([C:34]1[CH:39]=[CH:38][CH:37]=[C:36](Br)[CH:35]=1)[C:9]1[CH:10]=[C:11]([C:15]2[CH:20]=[CH:19][CH:18]=[C:17]([N:21]3[C:33]4[CH:32]=[CH:31][CH:30]=[CH:29][C:28]=4[C:27]4[C:22]3=[CH:23][CH:24]=[CH:25][CH:26]=4)[CH:16]=2)[CH:12]=[CH:13][CH:14]=1.C(=O)=O.C([Li])CCC.Cl[Si:50](Cl)([C:57]1[CH:62]=[CH:61][CH:60]=[CH:59][CH:58]=1)[C:51]1[CH:56]=[CH:55][CH:54]=[CH:53][CH:52]=1. (6) Given the product [Cl:40][C:24]1[CH:23]=[C:22]([N:11]([CH2:10][CH2:9][OH:8])[C:12]([C:14]2[C:15]([Cl:21])=[N:16][CH:17]=[N:18][C:19]=2[Cl:20])=[O:13])[CH:27]=[CH:26][C:25]=1[N:28]1[CH2:32][CH2:31][N:30]([CH2:33][C:34]([O:36][CH2:37][CH3:38])=[O:35])[C:29]1=[O:39], predict the reactants needed to synthesize it. The reactants are: [Si]([O:8][CH2:9][CH2:10][N:11]([C:22]1[CH:27]=[CH:26][C:25]([N:28]2[CH2:32][CH2:31][N:30]([CH2:33][C:34]([O:36][CH2:37][CH3:38])=[O:35])[C:29]2=[O:39])=[C:24]([Cl:40])[CH:23]=1)[C:12]([C:14]1[C:15]([Cl:21])=[N:16][CH:17]=[N:18][C:19]=1[Cl:20])=[O:13])(C(C)(C)C)(C)C.Cl.O.